From a dataset of Forward reaction prediction with 1.9M reactions from USPTO patents (1976-2016). Predict the product of the given reaction. (1) Given the reactants N[C@H](C(O)=O)CCCNC(=N)N.[CH2:13]([N:15]([C:27](=[O:39])[CH2:28][CH2:29][CH2:30][CH2:31][CH2:32][CH2:33][CH2:34][CH2:35][CH2:36][CH2:37][CH3:38])[C@H:16]([C:24]([OH:26])=[O:25])[CH2:17][CH2:18][CH2:19][NH:20][C:21](=[NH:23])[NH2:22])[CH3:14].C(O)[C@@H]1O[C@H](O[C@]2(CCl)O[C@H](C[Cl:54])[C@@H](O)[C@@H]2O)[C@@H](O)[C@@H](O)[C@H]1Cl, predict the reaction product. The product is: [ClH:54].[CH2:13]([N:15]([C:27](=[O:39])[CH2:28][CH2:29][CH2:30][CH2:31][CH2:32][CH2:33][CH2:34][CH2:35][CH2:36][CH2:37][CH3:38])[C@H:16]([C:24]([OH:26])=[O:25])[CH2:17][CH2:18][CH2:19][NH:20][C:21](=[NH:22])[NH2:23])[CH3:14]. (2) Given the reactants [C:1]([C:5]1[N:10]=[C:9]([O:11][CH2:12][CH3:13])[C:8]([C:14]2[N:15]([C:35](Cl)=[O:36])[C:16]([C:28]3[CH:33]=[CH:32][C:31]([Cl:34])=[CH:30][CH:29]=3)([CH3:27])[C:17]([C:20]3[CH:25]=[CH:24][C:23]([Cl:26])=[CH:22][CH:21]=3)([CH3:19])[N:18]=2)=[CH:7][N:6]=1)([CH3:4])([CH3:3])[CH3:2].[CH3:38][O:39][CH2:40][CH2:41][N:42]1[CH2:47][CH2:46][NH:45][CH2:44][CH2:43]1, predict the reaction product. The product is: [C:1]([C:5]1[N:10]=[C:9]([O:11][CH2:12][CH3:13])[C:8]([C:14]2[N:15]([C:35]([N:45]3[CH2:46][CH2:47][N:42]([CH2:41][CH2:40][O:39][CH3:38])[CH2:43][CH2:44]3)=[O:36])[C@@:16]([C:28]3[CH:29]=[CH:30][C:31]([Cl:34])=[CH:32][CH:33]=3)([CH3:27])[C@@:17]([C:20]3[CH:25]=[CH:24][C:23]([Cl:26])=[CH:22][CH:21]=3)([CH3:19])[N:18]=2)=[CH:7][N:6]=1)([CH3:4])([CH3:2])[CH3:3]. (3) The product is: [Cl:22][C:19]1[CH:20]=[CH:21][C:16]([N:7]2[CH2:8][CH2:9][C:10]3=[N:14][N:13]=[C:12]([CH3:15])[N:11]3[C:5]3[CH:4]=[CH:3][C:2]([C:29]4[N:34]=[CH:33][CH:32]=[CH:31][N:30]=4)=[CH:23][C:6]2=3)=[CH:17][CH:18]=1. Given the reactants Br[C:2]1[CH:3]=[CH:4][C:5]2[N:11]3[C:12]([CH3:15])=[N:13][N:14]=[C:10]3[CH2:9][CH2:8][N:7]([C:16]3[CH:21]=[CH:20][C:19]([Cl:22])=[CH:18][CH:17]=3)[C:6]=2[CH:23]=1.C([Sn](CCCC)(CCCC)[C:29]1[N:34]=[CH:33][CH:32]=[CH:31][N:30]=1)CCC.[Cl-].[Li+], predict the reaction product. (4) Given the reactants [CH3:1][C@@H:2]1[CH2:6][N:5]([CH2:7][C:8]2[CH:9]=NC(C)=NC=2)[CH2:4][C@H:3]1[C:15]1[NH:16][C:17](=[O:30])[C:18]2[CH:23]=[N:22][N:21]([CH:24]3[CH2:29][CH2:28][O:27][CH2:26][CH2:25]3)[C:19]=2[N:20]=1.[N:31]1[S:32][N:33]=[C:34]2[CH:39]=C(C=O)C=[CH:36][C:35]=12, predict the reaction product. The product is: [N:31]1[S:32][N:33]=[C:34]2[CH:39]=[C:8]([CH2:7][N:5]3[CH2:6][C@@H:2]([CH3:1])[C@H:3]([C:15]4[NH:16][C:17](=[O:30])[C:18]5[CH:23]=[N:22][N:21]([CH:24]6[CH2:29][CH2:28][O:27][CH2:26][CH2:25]6)[C:19]=5[N:20]=4)[CH2:4]3)[CH:9]=[CH:36][C:35]=12. (5) Given the reactants [CH2:1]([O:3][C:4](=[O:19])/[CH:5]=[CH:6]/[C:7]1[C:15]2[O:14][CH2:13][C:12]([CH3:17])([CH3:16])[C:11]=2[CH:10]=[C:9](Br)[CH:8]=1)[CH3:2], predict the reaction product. The product is: [CH2:1]([O:3][C:4](=[O:19])[CH2:5][CH2:6][C:7]1[C:15]2[O:14][CH2:13][C:12]([CH3:17])([CH3:16])[C:11]=2[CH:10]=[CH:9][CH:8]=1)[CH3:2]. (6) Given the reactants [OH:1][CH2:2][C@H:3]1[CH2:7][CH2:6][N:5]([C:8]([O:10][C:11]([CH3:14])([CH3:13])[CH3:12])=[O:9])[CH2:4]1.[CH:15]1[C:24]2[C:19](=[CH:20][CH:21]=[CH:22][CH:23]=2)[CH:18]=[CH:17][C:16]=1O.C1(P(C2C=CC=CC=2)C2C=CC=CC=2)C=CC=CC=1.N(C(OC(C)C)=O)=NC(OC(C)C)=O, predict the reaction product. The product is: [CH:23]1[C:24]2[C:19](=[CH:18][CH:17]=[CH:16][CH:15]=2)[CH:20]=[CH:21][C:22]=1[O:1][CH2:2][C@H:3]1[CH2:7][CH2:6][N:5]([C:8]([O:10][C:11]([CH3:14])([CH3:13])[CH3:12])=[O:9])[CH2:4]1.